From a dataset of Full USPTO retrosynthesis dataset with 1.9M reactions from patents (1976-2016). Predict the reactants needed to synthesize the given product. (1) Given the product [Cl:9][C:10]1[CH:19]=[CH:18][CH:17]=[C:16]([Cl:20])[C:11]=1[C:12](=[O:13])[CH2:7][C:6]#[N:8], predict the reactants needed to synthesize it. The reactants are: C([Li])CCC.[C:6](#[N:8])[CH3:7].[Cl:9][C:10]1[CH:19]=[CH:18][CH:17]=[C:16]([Cl:20])[C:11]=1[C:12](OC)=[O:13]. (2) Given the product [NH2:1][C:2]1[CH:11]=[C:10]([B:16]2[O:17][C:18]([CH3:20])([CH3:19])[C:14]([CH3:30])([CH3:13])[O:15]2)[CH:9]=[CH:8][C:3]=1[C:4]([O:6][CH3:7])=[O:5], predict the reactants needed to synthesize it. The reactants are: [NH2:1][C:2]1[CH:11]=[C:10](Br)[CH:9]=[CH:8][C:3]=1[C:4]([O:6][CH3:7])=[O:5].[CH3:13][C:14]1([CH3:30])[C:18]([CH3:20])([CH3:19])[O:17][B:16]([B:16]2[O:17][C:18]([CH3:20])([CH3:19])[C:14]([CH3:30])([CH3:13])[O:15]2)[O:15]1.CC([O-])=O.[K+].O1CCOCC1. (3) Given the product [CH3:17][N:1]1[C:5]2[CH:6]=[CH:7][CH:8]=[CH:9][C:4]=2[N:3]=[C:2]1[C:10]1[CH:15]=[CH:14][CH:13]=[CH:12][C:11]=1[NH2:16], predict the reactants needed to synthesize it. The reactants are: [NH:1]1[C:5]2[CH:6]=[CH:7][CH:8]=[CH:9][C:4]=2[N:3]=[C:2]1[C:10]1[CH:15]=[CH:14][CH:13]=[CH:12][C:11]=1[NH2:16].[CH2:17]([Li])CCC.